This data is from Peptide-MHC class II binding affinity with 134,281 pairs from IEDB. The task is: Regression. Given a peptide amino acid sequence and an MHC pseudo amino acid sequence, predict their binding affinity value. This is MHC class II binding data. (1) The peptide sequence is FRSLFGGMSWITQGLLGA. The MHC is DRB3_0101 with pseudo-sequence DRB3_0101. The binding affinity (normalized) is 0.0962. (2) The MHC is DRB1_1302 with pseudo-sequence DRB1_1302. The binding affinity (normalized) is 0.534. The peptide sequence is TEEQKLIEKINAGFK. (3) The peptide sequence is GRVIDLGCGRGGWCY. The MHC is DRB1_1301 with pseudo-sequence DRB1_1301. The binding affinity (normalized) is 0.